From a dataset of Full USPTO retrosynthesis dataset with 1.9M reactions from patents (1976-2016). Predict the reactants needed to synthesize the given product. (1) Given the product [Cl:15][C:16]1[CH:17]=[C:18]([CH3:23])[C:19]([NH:22][S:2]([C:5]2[CH:14]=[CH:13][C:8]([C:9]([O:11][CH3:12])=[O:10])=[CH:7][CH:6]=2)(=[O:4])=[O:3])=[N:20][CH:21]=1, predict the reactants needed to synthesize it. The reactants are: Cl[S:2]([C:5]1[CH:14]=[CH:13][C:8]([C:9]([O:11][CH3:12])=[O:10])=[CH:7][CH:6]=1)(=[O:4])=[O:3].[Cl:15][C:16]1[CH:17]=[C:18]([CH3:23])[C:19]([NH2:22])=[N:20][CH:21]=1. (2) Given the product [ClH:1].[Cl:1][C:2]1[CH:3]=[C:4]([C:9]2[N:14]=[C:13]3[CH2:15][CH2:16][CH2:17][C:12]3=[C:11]([NH:18][C:19]3[CH:24]=[CH:23][C:22]([CH2:25][C:26]([NH2:31])=[O:28])=[CH:21][CH:20]=3)[CH:10]=2)[CH:5]=[CH:6][C:7]=1[F:8], predict the reactants needed to synthesize it. The reactants are: [Cl:1][C:2]1[CH:3]=[C:4]([C:9]2[N:14]=[C:13]3[CH2:15][CH2:16][CH2:17][C:12]3=[C:11]([NH:18][C:19]3[CH:24]=[CH:23][C:22]([CH2:25][C:26]([O:28]CC)=O)=[CH:21][CH:20]=3)[CH:10]=2)[CH:5]=[CH:6][C:7]=1[F:8].[NH3:31]. (3) Given the product [Br:9][C:10]1[CH:14]=[CH:13][N:12]([C:2]2[C:7]([Cl:8])=[CH:6][CH:5]=[CH:4][N:3]=2)[N:11]=1, predict the reactants needed to synthesize it. The reactants are: Cl[C:2]1[C:7]([Cl:8])=[CH:6][CH:5]=[CH:4][N:3]=1.[Br:9][C:10]1[CH:14]=[CH:13][NH:12][N:11]=1.C(=O)([O-])[O-].[K+].[K+]. (4) Given the product [C:13]([C:12]1[N:21]2[CH:20]=[CH:19][N:22]=[C:17]2[C:8]2[CH:7]=[CH:6][C:5]([C:1]([CH3:4])([CH3:3])[CH3:2])=[N:10][C:9]=2[CH:11]=1)([CH3:16])([CH3:15])[CH3:14], predict the reactants needed to synthesize it. The reactants are: [C:1]([C:5]1[N:10]=[C:9]([C:11]#[C:12][C:13]([CH3:16])([CH3:15])[CH3:14])[C:8]([CH:17]=O)=[CH:7][CH:6]=1)([CH3:4])([CH3:3])[CH3:2].[CH2:19]([NH2:22])[CH2:20][NH2:21]. (5) Given the product [Cl:1][C:2]1[CH:7]=[CH:6][C:5]([S:8]([CH:11]([C:12]2[CH:17]=[C:16]([F:18])[CH:15]=[CH:14][C:13]=2[F:19])[CH2:20][CH:21]2[CH2:22][CH2:23][CH2:24][O:25]2)(=[O:10])=[O:9])=[CH:4][CH:3]=1, predict the reactants needed to synthesize it. The reactants are: [Cl:1][C:2]1[CH:7]=[CH:6][C:5]([S:8]([CH2:11][C:12]2[CH:17]=[C:16]([F:18])[CH:15]=[CH:14][C:13]=2[F:19])(=[O:10])=[O:9])=[CH:4][CH:3]=1.[CH2:20](O)[CH:21]1[O:25][CH2:24][CH2:23][CH2:22]1.C(C=P(CCCC)(CCCC)CCCC)#N. (6) Given the product [F:24][C:21]1[CH:20]=[CH:19][C:18]([C:17]2[N:13]([CH2:12][CH2:11][CH2:10][CH2:9][OH:8])[N:14]=[C:15]([CH3:36])[C:16]=2[C:25]2[CH:26]=[CH:27][C:28]3[O:33][CH2:32][C:31](=[O:34])[NH:30][C:29]=3[CH:35]=2)=[CH:23][CH:22]=1, predict the reactants needed to synthesize it. The reactants are: C([O:8][CH2:9][CH2:10][CH2:11][CH2:12][N:13]1[C:17]([C:18]2[CH:23]=[CH:22][C:21]([F:24])=[CH:20][CH:19]=2)=[C:16]([C:25]2[CH:26]=[CH:27][C:28]3[O:33][CH2:32][C:31](=[O:34])[NH:30][C:29]=3[CH:35]=2)[C:15]([CH3:36])=[N:14]1)C1C=CC=CC=1.